Dataset: Forward reaction prediction with 1.9M reactions from USPTO patents (1976-2016). Task: Predict the product of the given reaction. (1) The product is: [OH:1][N:2]=[C:3]([Cl:20])[C:5]1[C:9]([N:10]2[CH2:15][CH2:14][O:13][CH2:12][CH2:11]2)=[N:8][O:7][N:6]=1. Given the reactants [OH:1][N:2]=[C:3]([C:5]1[C:9]([N:10]2[CH2:15][CH2:14][O:13][CH2:12][CH2:11]2)=[N:8][O:7][N:6]=1)N.N([O-])=O.[Na+].[ClH:20], predict the reaction product. (2) Given the reactants [OH:1][C:2]1[C:10]2[O:9][CH2:8][O:7][C:6]=2[CH:5]=[CH:4][C:3]=1[C:11](=[O:20])/[CH:12]=[CH:13]/[C:14]1[CH:19]=[CH:18][CH:17]=[CH:16][N:15]=1, predict the reaction product. The product is: [OH:1][C:2]1[C:10]2[O:9][CH2:8][O:7][C:6]=2[CH:5]=[CH:4][C:3]=1[C:11](=[O:20])[CH2:12][CH2:13][C:14]1[CH:19]=[CH:18][CH:17]=[CH:16][N:15]=1.